Dataset: Full USPTO retrosynthesis dataset with 1.9M reactions from patents (1976-2016). Task: Predict the reactants needed to synthesize the given product. (1) The reactants are: C1[O:6][CH:2]1[C:3](=[CH2:5])[CH3:4].[CH3:7]N(C=O)C.[SH:12][C:13]1[S:14][C:15]2[CH:21]=[CH:20][CH:19]=[CH:18][C:16]=2[N:17]=1.Cl. Given the product [S:14]1[C:15]2[CH:21]=[CH:20][CH:19]=[CH:18][C:16]=2[N:17]=[C:13]1[S:12][CH2:7]/[CH:5]=[C:3](\[CH3:4])/[CH2:2][OH:6], predict the reactants needed to synthesize it. (2) Given the product [Cl:15][C:12]1[CH:13]=[CH:14][C:9]([CH2:48][N:37]([CH2:36][C:35]2[CH:49]=[CH:50][C:51]([Cl:52])=[C:33]([Cl:32])[CH:34]=2)[C:38]([C:40]2[CH2:41][N:42]([CH3:47])[C:43](=[O:46])[C:44]=2[OH:45])=[O:39])=[CH:10][CH:11]=1, predict the reactants needed to synthesize it. The reactants are: COC(=O)C(O)=CC(=O)N(C[C:9]1[CH:14]=[CH:13][C:12]([Cl:15])=[CH:11][CH:10]=1)C[C:9]1[CH:14]=[CH:13][C:12]([Cl:15])=[C:11](Cl)[CH:10]=1.C=O.CN.[Cl:32][C:33]1[CH:34]=[C:35]([CH:49]=[CH:50][C:51]=1[Cl:52])[CH2:36][N:37]([CH3:48])[C:38]([C:40]1[CH2:41][N:42]([CH3:47])[C:43](=[O:46])[C:44]=1[OH:45])=[O:39]. (3) Given the product [CH3:19][O:20][C:21]([C:23]1[CH:32]=[C:31]([OH:33])[C:30]2[C:25](=[C:26]([NH2:35])[CH:27]=[CH:28][C:29]=2[CH3:34])[N:24]=1)=[O:22], predict the reactants needed to synthesize it. The reactants are: COC(C1C=C(O)C2C(=C([N+]([O-])=O)C=CC=2)N=1)=O.[CH3:19][O:20][C:21]([C:23]1[CH:32]=[C:31]([OH:33])[C:30]2[C:25](=[C:26]([N+:35]([O-])=O)[CH:27]=[CH:28][C:29]=2[CH3:34])[N:24]=1)=[O:22]. (4) The reactants are: [C:1]([C:3]1[CH:4]=[C:5]2[N:11]=[C:10]([CH:12]([OH:33])[C:13]3[C:21]([CH:22]4[CH2:24][CH2:23]4)=[CH:20][C:19]([CH3:25])=[C:18]4[C:14]=3[CH:15]=[CH:16][N:17]4[C:26]([O:28][C:29]([CH3:32])([CH3:31])[CH3:30])=[O:27])[N:9]([CH2:34][O:35][CH2:36][CH2:37][Si:38]([CH3:41])([CH3:40])[CH3:39])[C:6]2=[N:7][CH:8]=1)#[N:2]. Given the product [C:1]([C:3]1[CH:4]=[C:5]2[N:11]=[C:10]([C:12]([C:13]3[C:21]([CH:22]4[CH2:24][CH2:23]4)=[CH:20][C:19]([CH3:25])=[C:18]4[C:14]=3[CH:15]=[CH:16][N:17]4[C:26]([O:28][C:29]([CH3:30])([CH3:31])[CH3:32])=[O:27])=[O:33])[N:9]([CH2:34][O:35][CH2:36][CH2:37][Si:38]([CH3:39])([CH3:41])[CH3:40])[C:6]2=[N:7][CH:8]=1)#[N:2], predict the reactants needed to synthesize it. (5) Given the product [F:18][C:19]1[CH:24]=[CH:23][C:22]([O:25][C:2]2[CH:11]=[C:10]([S:12]([F:17])([F:16])([F:15])([F:14])[F:13])[CH:9]=[CH:8][C:3]=2[C:4]([O:6][CH3:7])=[O:5])=[CH:21][CH:20]=1, predict the reactants needed to synthesize it. The reactants are: Cl[C:2]1[CH:11]=[C:10]([S:12]([F:17])([F:16])([F:15])([F:14])[F:13])[CH:9]=[CH:8][C:3]=1[C:4]([O:6][CH3:7])=[O:5].[F:18][C:19]1[CH:24]=[CH:23][C:22]([OH:25])=[CH:21][CH:20]=1.C([O-])([O-])=O.[Cs+].[Cs+]. (6) The reactants are: [Cl:1][C:2]1[CH:7]=[CH:6][C:5]([N+:8]([O-:10])=[O:9])=[C:4](F)[CH:3]=1.[NH:12]1[C:20]2[C:15](=[N:16][CH:17]=[CH:18][CH:19]=2)[N:14]=[N:13]1.C(=O)([O-])[O-].[K+].[K+]. Given the product [Cl:1][C:2]1[CH:7]=[CH:6][C:5]([N+:8]([O-:10])=[O:9])=[C:4]([N:12]2[C:20]3[C:15](=[N:16][CH:17]=[CH:18][CH:19]=3)[N:14]=[N:13]2)[CH:3]=1, predict the reactants needed to synthesize it. (7) Given the product [Br:1][C:2]1[CH:3]=[C:4]([N+:9]([O-:11])=[O:10])[C:5]([N:13]([CH3:14])[CH3:12])=[N:6][CH:7]=1, predict the reactants needed to synthesize it. The reactants are: [Br:1][C:2]1[CH:3]=[C:4]([N+:9]([O-:11])=[O:10])[C:5](Cl)=[N:6][CH:7]=1.[CH3:12][NH:13][CH3:14]. (8) Given the product [CH:27]1([N:9]([CH:6]2[CH2:5][CH2:4][N:3]([C:1]3[O:30][N:31]=[C:32]([CH2:33][CH3:34])[N:2]=3)[CH2:8][CH2:7]2)[C:10]([C:12]2[CH:17]=[N:16][C:15]([C:18]3[CH:23]=[CH:22][C:21]([C:24]#[N:25])=[C:20]([F:26])[CH:19]=3)=[N:14][CH:13]=2)=[O:11])[CH2:28][CH2:29]1, predict the reactants needed to synthesize it. The reactants are: [C:1]([N:3]1[CH2:8][CH2:7][CH:6]([N:9]([CH:27]2[CH2:29][CH2:28]2)[C:10]([C:12]2[CH:13]=[N:14][C:15]([C:18]3[CH:23]=[CH:22][C:21]([C:24]#[N:25])=[C:20]([F:26])[CH:19]=3)=[N:16][CH:17]=2)=[O:11])[CH2:5][CH2:4]1)#[N:2].[OH:30][NH:31][C:32](=N)[CH2:33][CH3:34]. (9) Given the product [CH:22]1([N:26]2[CH2:31][CH2:30][N:29]([C:15]([CH:13]3[CH2:12][N:11]([C:9]([O:8][CH2:1][C:2]4[CH:3]=[CH:4][CH:5]=[CH:6][CH:7]=4)=[O:10])[CH2:14]3)=[O:17])[CH2:28][CH2:27]2)[CH2:25][CH2:24][CH2:23]1, predict the reactants needed to synthesize it. The reactants are: [CH2:1]([O:8][C:9]([N:11]1[CH2:14][CH:13]([C:15]([OH:17])=O)[CH2:12]1)=[O:10])[C:2]1[CH:7]=[CH:6][CH:5]=[CH:4][CH:3]=1.O=S(Cl)Cl.[CH:22]1([N:26]2[CH2:31][CH2:30][NH:29][CH2:28][CH2:27]2)[CH2:25][CH2:24][CH2:23]1.CCN(C(C)C)C(C)C. (10) Given the product [S:2]1[C:6]2[CH2:7][CH2:8][CH2:9][C:5]=2[N:4]=[C:3]1[NH:10][C:21]([C:11]12[CH2:20][CH:15]3[CH2:14][CH:13]([CH2:19][CH:17]([CH2:16]3)[CH2:18]1)[CH2:12]2)=[O:22], predict the reactants needed to synthesize it. The reactants are: Cl.[S:2]1[C:6]2[CH2:7][CH2:8][CH2:9][C:5]=2[N:4]=[C:3]1[NH2:10].[C:11]12([C:21](Cl)=[O:22])[CH2:20][CH:15]3[CH2:16][CH:17]([CH2:19][CH:13]([CH2:14]3)[CH2:12]1)[CH2:18]2.C(N(CC)CC)C.